Dataset: Reaction yield outcomes from USPTO patents with 853,638 reactions. Task: Predict the reaction yield, written as a fraction of the theoretical maximum amount of product (1.0 means a 100% yield; for example, 0.34 means a 34% yield). (1) The reactants are S([O-])(O[O-])(=O)=[O:2].[K+].[K+].[F:9][C:10]1[CH:11]=[C:12]([C:20]2[C:21]([C:26]3[CH:31]=[CH:30][CH:29]=[CH:28][CH:27]=3)=[N:22][O:23][C:24]=2[CH3:25])[CH:13]=[C:14]([F:19])[C:15]=1[S:16]([CH3:18])=[O:17].O.O.O.O.O.O.C(O[O-])(=O)C1C(=CC=CC=1)C([O-])=O.[Mg+2]. The catalyst is O.CO.ClCCl. The product is [F:19][C:14]1[CH:13]=[C:12]([C:20]2[C:21]([C:26]3[CH:31]=[CH:30][CH:29]=[CH:28][CH:27]=3)=[N:22][O:23][C:24]=2[CH3:25])[CH:11]=[C:10]([F:9])[C:15]=1[S:16]([CH3:18])(=[O:2])=[O:17]. The yield is 0.930. (2) The yield is 0.510. The reactants are Br[CH2:2][C:3]([C:5]1[CH:10]=[CH:9][C:8]([CH:11]([CH3:13])[CH3:12])=[CH:7][CH:6]=1)=O.[C:14]([C:17]1[CH:18]=[C:19]([CH:25]=[CH:26][CH:27]=1)[C:20]([O:22][CH2:23]C)=[O:21])(=[NH:16])[NH2:15].C([O-])([O-])=O.[K+].[K+]. The product is [CH:11]([C:8]1[CH:9]=[CH:10][C:5]([C:3]2[NH:16][C:14]([C:17]3[CH:18]=[C:19]([CH:25]=[CH:26][CH:27]=3)[C:20]([O:22][CH3:23])=[O:21])=[N:15][CH:2]=2)=[CH:6][CH:7]=1)([CH3:13])[CH3:12]. The catalyst is C(Cl)(Cl)Cl. (3) The reactants are [CH2:1]([O:8][C@@H:9]1[C@@H:14]([CH2:15][O:16][CH2:17][C:18]2[CH:23]=[CH:22][CH:21]=[CH:20][CH:19]=2)[O:13][CH:12]=[CH:11][C@H:10]1[OH:24])[C:2]1[CH:7]=[CH:6][CH:5]=[CH:4][CH:3]=1.O.Br.C(=O)([O-])[O-:28].[Na+].[Na+]. The catalyst is C1COCC1. The product is [CH2:1]([O:8][C@H:9]([C@@H:14]([CH2:15][O:16][CH2:17][C:18]1[CH:23]=[CH:22][CH:21]=[CH:20][CH:19]=1)[OH:13])[C@H:10]([OH:24])[CH2:11][CH:12]=[O:28])[C:2]1[CH:7]=[CH:6][CH:5]=[CH:4][CH:3]=1. The yield is 0.630. (4) The reactants are Cl[CH:2]1[C:10]2[C:5](=[C:6]([N+:11]([O-:13])=[O:12])[CH:7]=[CH:8][CH:9]=2)[CH2:4][CH2:3]1.CCN(C(C)C)C(C)C.Cl.[CH3:24][O:25][C:26]([N:28]1[CH2:33][CH2:32][NH:31][CH2:30][CH2:29]1)=[O:27]. The catalyst is C(#N)C.CCOC(C)=O. The product is [N+:11]([C:6]1[CH:7]=[CH:8][CH:9]=[C:10]2[C:5]=1[CH2:4][CH2:3][CH:2]2[N:31]1[CH2:32][CH2:33][N:28]([C:26]([O:25][CH3:24])=[O:27])[CH2:29][CH2:30]1)([O-:13])=[O:12]. The yield is 0.780.